From a dataset of Aqueous solubility values for 9,982 compounds from the AqSolDB database. Regression/Classification. Given a drug SMILES string, predict its absorption, distribution, metabolism, or excretion properties. Task type varies by dataset: regression for continuous measurements (e.g., permeability, clearance, half-life) or binary classification for categorical outcomes (e.g., BBB penetration, CYP inhibition). For this dataset (solubility_aqsoldb), we predict Y. (1) The compound is CCC(C)C1NC(=O)C(Cc2ccccc2)NC(=O)C2CCCN2C(=O)C(Cc2ccccc2)N(C)C(=O)C(CCCN)NC(=O)C2CCC=NN2C1=O. The Y is -2.70 log mol/L. (2) The compound is CCCOC(=O)c1ccc(O)c(Br)c1. The Y is -3.51 log mol/L. (3) The Y is -7.33 log mol/L. The compound is Clc1ccc(Cl)c(-c2cc(Cl)c(Cl)cc2Cl)c1. (4) The drug is C=C(C)C1(O)[C@H]2OC(=O)[C@@H]1[C@]1(O)[C@H]3O[C@H]3[C@]3(CO3)[C@]1(C)[C@@H]2O. The Y is -1.42 log mol/L. (5) The drug is Nc1ccc(S(=O)(=O)Nc2nccs2)cc1. The Y is -2.42 log mol/L. (6) The drug is CC(CCC(=O)NCC(=O)O)C1CCC2C3C(O)CC4CC(O)CCC4(C)C3CC(O)C12C. The Y is -5.15 log mol/L. (7) The drug is CCC(CC)c1cccc(OC(=O)NC)c1.CCCC(C)c1cccc(OC(=O)NC)c1. The Y is -3.95 log mol/L. (8) The molecule is CC(C)Nc1nc(Cl)nc(NC(C)C)n1. The Y is -4.46 log mol/L. (9) The compound is COc1c2ccoc2cc2oc(=O)ccc12. The Y is -3.60 log mol/L. (10) The compound is O=C(CCc1ccc(O)cc1)c1c(O)cc(O)cc1O[C@@H]1O[C@H](CO)[C@@H](O)[C@H](O)[C@H]1O. The Y is -2.64 log mol/L.